This data is from Full USPTO retrosynthesis dataset with 1.9M reactions from patents (1976-2016). The task is: Predict the reactants needed to synthesize the given product. Given the product [OH:31][C:6]1[C:5]([C:3]([NH:32][CH2:33][CH2:34][C:35]([OH:37])=[O:36])=[O:4])=[N:14][CH:13]=[C:12]2[C:7]=1[CH:8]=[C:9]([C:25]1[CH:30]=[CH:29][CH:28]=[CH:27][CH:26]=1)[C:10](=[O:24])[N:11]2[CH2:15][C:16]1[CH:17]=[CH:18][C:19]([O:22][CH3:23])=[CH:20][CH:21]=1, predict the reactants needed to synthesize it. The reactants are: CO[C:3]([C:5]1[C:6]([OH:31])=[C:7]2[C:12](=[CH:13][N:14]=1)[N:11]([CH2:15][C:16]1[CH:21]=[CH:20][C:19]([O:22][CH3:23])=[CH:18][CH:17]=1)[C:10](=[O:24])[C:9]([C:25]1[CH:30]=[CH:29][CH:28]=[CH:27][CH:26]=1)=[CH:8]2)=[O:4].[NH2:32][CH2:33][CH2:34][C:35]([OH:37])=[O:36].C[O-].[Na+].